This data is from Forward reaction prediction with 1.9M reactions from USPTO patents (1976-2016). The task is: Predict the product of the given reaction. (1) Given the reactants [Br:1][C:2]1[CH:7]=[CH:6][C:5]([C:8]2[N:12]([CH2:13][C:14]3[CH:22]=[CH:21][C:17]([C:18]([OH:20])=O)=[CH:16][CH:15]=3)[N:11]=[C:10]([C:23]3[CH:28]=[C:27]([Cl:29])[CH:26]=[C:25]([Cl:30])[CH:24]=3)[CH:9]=2)=[CH:4][CH:3]=1.[OH:31]N1C2N=CC=CC=2N=N1.C([N:44]([CH2:48][CH3:49])C(C)C)(C)C.Cl.CN(C)CCCN=C=NCC.CN([CH:65]=[O:66])C, predict the reaction product. The product is: [Br:1][C:2]1[CH:7]=[CH:6][C:5]([C:8]2[N:12]([CH2:13][C:14]3[CH:22]=[CH:21][C:17]([C:18]([NH:44][CH2:48][CH2:49][C:65]([OH:66])=[O:31])=[O:20])=[CH:16][CH:15]=3)[N:11]=[C:10]([C:23]3[CH:24]=[C:25]([Cl:30])[CH:26]=[C:27]([Cl:29])[CH:28]=3)[CH:9]=2)=[CH:4][CH:3]=1. (2) The product is: [CH3:1][N:2]1[CH2:7][CH2:6][CH:5]([O:8][CH:9]2[C:18]3[CH:19]=[CH:20][CH:21]=[CH:22][C:17]=3[CH2:16][CH2:15][N:14]3[C:10]2=[N:11][C:12]([C:26]2[CH:27]=[CH:28][CH:29]=[CH:30][CH:31]=2)=[C:13]3[CH2:23][OH:24])[CH2:4][CH2:3]1. Given the reactants [CH3:1][N:2]1[CH2:7][CH2:6][CH:5]([O:8][CH:9]2[C:18]3[CH:19]=[CH:20][CH:21]=[CH:22][C:17]=3[CH2:16][CH2:15][N:14]3[C:10]2=[N:11][C:12]([C:26]2[CH:31]=[CH:30][CH:29]=[CH:28][CH:27]=2)=[C:13]3[C:23](O)=[O:24])[CH2:4][CH2:3]1.O, predict the reaction product. (3) Given the reactants [Cl:1][C:2]1[C:3]([N:17]2[CH2:22][CH2:21][CH:20]([C:23]([O:25]C)=[O:24])[CH2:19][CH2:18]2)=[N:4][C:5]([NH:15][CH3:16])=[C:6]([C:8]2[O:9][C:10]([CH2:13][CH3:14])=[CH:11][N:12]=2)[CH:7]=1.[OH-].[Li+], predict the reaction product. The product is: [Cl:1][C:2]1[C:3]([N:17]2[CH2:18][CH2:19][CH:20]([C:23]([OH:25])=[O:24])[CH2:21][CH2:22]2)=[N:4][C:5]([NH:15][CH3:16])=[C:6]([C:8]2[O:9][C:10]([CH2:13][CH3:14])=[CH:11][N:12]=2)[CH:7]=1. (4) Given the reactants [C:1]([N:5]1[CH2:10][CH2:9][N:8]([CH2:11][C:12]2[N:13](C3CCCCO3)[C:14]3[C:19]([N:20]=2)=[C:18]([N:21]2[CH2:26][CH2:25][O:24][CH2:23][CH2:22]2)[N:17]=[C:16](Cl)[N:15]=3)[CH2:7][CH2:6]1)([CH3:4])([CH3:3])[CH3:2].[CH2:34]([C:36]1[NH:40][C:39]2[CH:41]=[CH:42][CH:43]=[CH:44][C:38]=2[N:37]=1)[CH3:35].CC(C1C=C(C(C)C)C(C2C=CC=CC=2P(C2CCCCC2)C2CCCCC2)=C(C(C)C)C=1)C.C(=O)([O-])[O-].[Cs+].[Cs+].CN(C)C=O.C1(C)C=CC(S(O)(=O)=O)=CC=1, predict the reaction product. The product is: [C:1]([N:5]1[CH2:10][CH2:9][N:8]([CH2:11][C:12]2[NH:13][C:14]3[C:19]([N:20]=2)=[C:18]([N:21]2[CH2:22][CH2:23][O:24][CH2:25][CH2:26]2)[N:17]=[C:16]([N:37]2[C:38]4[CH:44]=[CH:43][CH:42]=[CH:41][C:39]=4[N:40]=[C:36]2[CH2:34][CH3:35])[N:15]=3)[CH2:7][CH2:6]1)([CH3:3])([CH3:4])[CH3:2]. (5) The product is: [CH:1]1([C:4]2[N:5]=[CH:6][C:7]([O:10][C@H:11]3[CH2:20][N:14]4[CH2:15][CH2:16][N:17]([CH2:24][C:25]5[CH:30]=[CH:29][CH:28]=[C:27]([C:31]([F:32])([F:33])[F:34])[CH:26]=5)[C:18](=[O:19])[C@@H:13]4[CH2:12]3)=[N:8][CH:9]=2)[CH2:3][CH2:2]1. Given the reactants [CH:1]1([C:4]2[N:5]=[CH:6][C:7]([O:10][CH:11]3[CH2:20][N:14]4[CH2:15][CH2:16][NH:17][C:18](=[O:19])[CH:13]4[CH2:12]3)=[N:8][CH:9]=2)[CH2:3][CH2:2]1.[H-].[Na+].Br[CH2:24][C:25]1[CH:30]=[CH:29][CH:28]=[C:27]([C:31]([F:34])([F:33])[F:32])[CH:26]=1, predict the reaction product. (6) Given the reactants C(=O)([O-])[O-:2].[K+].[K+].OO.[Cl:9][C:10]1[CH:45]=[CH:44][C:43]([F:46])=[CH:42][C:11]=1[CH2:12][N:13]1[C:21]2[C:20](=[O:22])[N:19]([CH3:23])[C:18]([C:24]#[N:25])=[N:17][C:16]=2[C:15]([C:26]#[N:27])=[C:14]1[N:28]1[CH2:33][CH2:32][CH2:31][C@@H:30]([NH:34][C:35](=[O:41])[O:36][C:37]([CH3:40])([CH3:39])[CH3:38])[CH2:29]1.S([O-])([O-])=O.[Na+].[Na+], predict the reaction product. The product is: [NH2:25][C:24]([C:18]1[N:19]([CH3:23])[C:20](=[O:22])[C:21]2[N:13]([CH2:12][C:11]3[CH:42]=[C:43]([F:46])[CH:44]=[CH:45][C:10]=3[Cl:9])[C:14]([N:28]3[CH2:33][CH2:32][CH2:31][C@@H:30]([NH:34][C:35](=[O:41])[O:36][C:37]([CH3:39])([CH3:40])[CH3:38])[CH2:29]3)=[C:15]([C:26]#[N:27])[C:16]=2[N:17]=1)=[O:2].